Dataset: Full USPTO retrosynthesis dataset with 1.9M reactions from patents (1976-2016). Task: Predict the reactants needed to synthesize the given product. Given the product [Cl:1][C:2]1[N:7]=[C:6]([C:8]2[N:42]3[CH:43]=[CH:44][C:39]([F:38])=[CH:40][C:41]3=[N:45][C:9]=2[C:11]2[CH:27]=[CH:26][C:25]([O:33][CH3:32])=[C:13]([CH:12]=2)[C:14]([NH:16][C:17]2[C:18]([F:24])=[CH:19][CH:20]=[CH:21][C:22]=2[F:23])=[O:15])[CH:5]=[CH:4][N:3]=1, predict the reactants needed to synthesize it. The reactants are: [Cl:1][C:2]1[N:7]=[C:6]([CH2:8][C:9]([C:11]2[CH:12]=[C:13]([CH:25]=[CH:26][C:27]=2OC)[C:14]([NH:16][C:17]2[C:22]([F:23])=[CH:21][CH:20]=[CH:19][C:18]=2[F:24])=[O:15])=O)[CH:5]=[CH:4][N:3]=1.C1C(=O)N(Br)[C:32](=[O:33])C1.[F:38][C:39]1[CH:44]=[CH:43][N:42]=[C:41]([NH2:45])[CH:40]=1.